Dataset: Reaction yield outcomes from USPTO patents with 853,638 reactions. Task: Predict the reaction yield, written as a fraction of the theoretical maximum amount of product (1.0 means a 100% yield; for example, 0.34 means a 34% yield). (1) The reactants are [Cl:1][C:2]1[CH:3]=[C:4]([CH2:9][CH2:10][CH2:11][CH2:12][OH:13])[CH:5]=[CH:6][C:7]=1[Cl:8].[Cr](Cl)([O-])(=O)=O.[NH+]1C=CC=CC=1. The catalyst is C(Cl)Cl. The product is [Cl:1][C:2]1[CH:3]=[C:4]([CH2:9][CH2:10][CH2:11][CH:12]=[O:13])[CH:5]=[CH:6][C:7]=1[Cl:8]. The yield is 0.660. (2) The reactants are [NH2:1][C:2]1[C:9]([OH:10])=[C:8]([F:11])[C:7](Br)=[C:6](C)[C:3]=1[C:4]#[N:5].[Cl:14][C:15]1[CH:16]=[C:17](B(O)O)[CH:18]=[CH:19][CH:20]=1.[C:24](=O)([O-])[O-].[Cs+].[Cs+]. The catalyst is O1CCOCC1.O. The product is [NH2:1][C:2]1[C:3]([CH3:24])([C:4]#[N:5])[CH2:6][C:7]([C:19]2[CH:18]=[CH:17][CH:16]=[C:15]([Cl:14])[CH:20]=2)=[C:8]([F:11])[C:9]=1[OH:10]. The yield is 0.780. (3) The reactants are [CH3:1][C:2]([Si:5](Cl)([CH3:7])[CH3:6])([CH3:4])[CH3:3].[Cl:9][C:10]1[CH:11]=[CH:12][C:13]2[N:19]3[CH2:20][C@H:16]([C@H:17]([OH:21])[CH2:18]3)[NH:15][C:14]=2[N:22]=1.C(N(CC)CC)C. The catalyst is CN(C1C=CN=CC=1)C. The product is [Si:5]([O:21][C@H:17]1[C@H:16]2[CH2:20][N:19]([C:13]3[CH:12]=[CH:11][C:10]([Cl:9])=[N:22][C:14]=3[NH:15]2)[CH2:18]1)([C:2]([CH3:4])([CH3:3])[CH3:1])([CH3:7])[CH3:6]. The yield is 0.730. (4) The reactants are C([O:4][CH2:5][C:6]([N:8]1[CH2:13][CH2:12][CH:11]([NH:14][C:15]([C:17]2[N:29]([CH3:30])[C:28]3[C:27]4[CH:26]=[CH:25][CH:24]=[CH:23][C:22]=4[N:21]([CH2:31][C:32]4[C:33]([CH3:42])=[N:34][C:35]([C:38]([F:41])([F:40])[F:39])=[CH:36][CH:37]=4)[C:20](=[O:43])[C:19]=3[C:18]=2[O:44][CH3:45])=[O:16])[CH2:10][CH2:9]1)=[O:7])(=O)C.C(=O)([O-])[O-].[K+].[K+].CO.O. The catalyst is C1COCC1.C(=O)([O-])O.[Na+]. The product is [OH:4][CH2:5][C:6]([N:8]1[CH2:13][CH2:12][CH:11]([NH:14][C:15]([C:17]2[N:29]([CH3:30])[C:28]3[C:27]4[CH:26]=[CH:25][CH:24]=[CH:23][C:22]=4[N:21]([CH2:31][C:32]4[C:33]([CH3:42])=[N:34][C:35]([C:38]([F:39])([F:40])[F:41])=[CH:36][CH:37]=4)[C:20](=[O:43])[C:19]=3[C:18]=2[O:44][CH3:45])=[O:16])[CH2:10][CH2:9]1)=[O:7]. The yield is 0.0500. (5) The reactants are [CH:1]([N:4]1[C:8]([C:9]2[N:18]=[C:17]3[N:11]([CH2:12][CH2:13][O:14][C:15]4[CH:22]=[C:21](O)[N:20]=[CH:19][C:16]=43)[CH:10]=2)=[N:7][CH:6]=[N:5]1)([CH3:3])[CH3:2].Cl.N1CCC[C@@H]1C[OH:28].CC[N:34]([CH:38]([CH3:40])C)[CH:35]([CH3:37])C. No catalyst specified. The product is [CH:1]([N:4]1[C:8]([C:9]2[N:18]=[C:17]3[C:16]4[CH:19]=[N:20][C:21]([N:34]5[CH2:35][CH2:37][C@@H:40]([OH:28])[CH2:38]5)=[CH:22][C:15]=4[O:14][CH2:13][CH2:12][N:11]3[CH:10]=2)=[N:7][CH:6]=[N:5]1)([CH3:3])[CH3:2]. The yield is 0.340. (6) The product is [Cl:8][C:9]1[C:10]([O:36][C:37]2[CH:38]=[C:39]([C:50]3[CH:55]=[CH:54][CH:53]=[CH:52][C:51]=3[F:56])[C:40]([Cl:49])=[CH:41][C:42]=2[C:43]2[CH:48]=[CH:47][N:46]=[N:45][CH:44]=2)=[CH:11][C:12]([F:35])=[C:13]([S:15]([NH:18][C:19]2[S:20][CH:21]=[N:22][N:23]=2)(=[O:17])=[O:16])[CH:14]=1. The catalyst is CO. The reactants are Cl.O1CCOCC1.[Cl:8][C:9]1[C:10]([O:36][C:37]2[CH:38]=[C:39]([C:50]3[CH:55]=[CH:54][CH:53]=[CH:52][C:51]=3[F:56])[C:40]([Cl:49])=[CH:41][C:42]=2[C:43]2[CH:48]=[CH:47][N:46]=[N:45][CH:44]=2)=[CH:11][C:12]([F:35])=[C:13]([S:15]([N:18](CC2C=CC(OC)=CC=2OC)[C:19]2[S:20][CH:21]=[N:22][N:23]=2)(=[O:17])=[O:16])[CH:14]=1. The yield is 0.560. (7) The reactants are C1(O[C:8](=[O:16])[NH:9][C:10]2[CH:11]=[N:12][CH:13]=[CH:14][CH:15]=2)C=CC=CC=1.[N:17]1([CH2:23][C:24]2[CH:25]=[N:26][C:27]3[C:32]([CH:33]=2)=[CH:31][CH:30]=[CH:29][CH:28]=3)[CH2:22][CH2:21][NH:20][CH2:19][CH2:18]1. The catalyst is CS(C)=O. The product is [N:12]1[CH:13]=[CH:14][CH:15]=[C:10]([NH:9][C:8]([N:20]2[CH2:21][CH2:22][N:17]([CH2:23][C:24]3[CH:25]=[N:26][C:27]4[C:32]([CH:33]=3)=[CH:31][CH:30]=[CH:29][CH:28]=4)[CH2:18][CH2:19]2)=[O:16])[CH:11]=1. The yield is 0.800.